Dataset: Catalyst prediction with 721,799 reactions and 888 catalyst types from USPTO. Task: Predict which catalyst facilitates the given reaction. (1) The catalyst class is: 68. Reactant: ClC(OC(Cl)C)=O.C([N:15]1[C@H:20]([CH3:21])[CH2:19][N:18]([C:22]2[CH:31]=[CH:30][C:29]([C:32]#[N:33])=[C:28]3[C:23]=2[CH:24]=[CH:25][CH:26]=[N:27]3)[C@@H:17]([CH3:34])[CH2:16]1)C1C=CC=CC=1. Product: [CH3:34][C@H:17]1[CH2:16][NH:15][C@H:20]([CH3:21])[CH2:19][N:18]1[C:22]1[CH:31]=[CH:30][C:29]([C:32]#[N:33])=[C:28]2[C:23]=1[CH:24]=[CH:25][CH:26]=[N:27]2. (2) Reactant: [Cl:1][C:2]1[CH:3]=[C:4]2[C:9](=[CH:10][CH:11]=1)[N:8]([C:12]1[C:13]([C:26]3[CH:31]=[CH:30][C:29]([F:32])=[CH:28][CH:27]=3)=[N:14][C:15]3[C:20]([N:21]=1)=[CH:19][C:18]([C:22]([O:24]C)=[O:23])=[CH:17][CH:16]=3)[CH2:7][CH2:6][CH2:5]2.[OH-].[Na+]. Product: [Cl:1][C:2]1[CH:3]=[C:4]2[C:9](=[CH:10][CH:11]=1)[N:8]([C:12]1[C:13]([C:26]3[CH:27]=[CH:28][C:29]([F:32])=[CH:30][CH:31]=3)=[N:14][C:15]3[C:20]([N:21]=1)=[CH:19][C:18]([C:22]([OH:24])=[O:23])=[CH:17][CH:16]=3)[CH2:7][CH2:6][CH2:5]2. The catalyst class is: 24. (3) Reactant: [CH:1]1([N:5]2[CH2:11][CH2:10][C:9]3[CH:12]=[C:13]([OH:16])[CH:14]=[CH:15][C:8]=3[CH2:7][CH2:6]2)[CH2:4][CH2:3][CH2:2]1.[F:17][C:18]1[CH:19]=[C:20]([CH:23]=[CH:24][C:25]=1F)[C:21]#[N:22].C(=O)([O-])[O-].[K+].[K+]. Product: [CH:1]1([N:5]2[CH2:6][CH2:7][C:8]3[CH:15]=[CH:14][C:13]([O:16][C:25]4[CH:24]=[CH:23][C:20]([C:21]#[N:22])=[CH:19][C:18]=4[F:17])=[CH:12][C:9]=3[CH2:10][CH2:11]2)[CH2:4][CH2:3][CH2:2]1. The catalyst class is: 16. (4) Reactant: [H-].[H-].[H-].[H-].[Li+].[Al+3].C[O:8][C:9](=O)[C:10]1[C:15]([O:16][CH3:17])=[CH:14][C:13]([C:18]2[C:23]([CH2:24][CH3:25])=[CH:22][CH:21]=[CH:20][C:19]=2[CH2:26][CH3:27])=[N:12][C:11]=1[C:28]([F:31])([F:30])[F:29].[O-]S([O-])(=O)=O.[Na+].[Na+].O. Product: [CH2:24]([C:23]1[CH:22]=[CH:21][CH:20]=[C:19]([CH2:26][CH3:27])[C:18]=1[C:13]1[N:12]=[C:11]([C:28]([F:31])([F:29])[F:30])[C:10]([CH2:9][OH:8])=[C:15]([O:16][CH3:17])[CH:14]=1)[CH3:25]. The catalyst class is: 1. (5) Reactant: C1(S([N:10]2[C:14]3=[N:15][CH:16]=[CH:17][CH:18]=[C:13]3[CH:12]=[C:11]2[C:19]([OH:21])=[O:20])(=O)=O)C=CC=CC=1.[CH3:22]O. Product: [CH3:22][O:21][C:19]([C:11]1[NH:10][C:14]2=[N:15][CH:16]=[CH:17][CH:18]=[C:13]2[CH:12]=1)=[O:20]. The catalyst class is: 74. (6) Reactant: [CH3:1][N:2]1[CH:7]=[CH:6][C:5]([C:8](O)=[O:9])=[CH:4][C:3]1=[O:11].ClC(OCC)=O. Product: [OH:9][CH2:8][C:5]1[CH:6]=[CH:7][N:2]([CH3:1])[C:3](=[O:11])[CH:4]=1. The catalyst class is: 2. (7) Reactant: [CH2:1]([O:3][C:4]1[CH:11]=[CH:10][C:7]([CH:8]=O)=[CH:6][CH:5]=1)[CH3:2].[CH3:12][C:13]([C:15]1[CH:20]=[C:19]([O:21][CH3:22])[CH:18]=[C:17]([O:23][CH3:24])[CH:16]=1)=[O:14].[OH-].[Na+]. Product: [CH2:1]([O:3][C:4]1[CH:11]=[CH:10][C:7](/[CH:8]=[CH:12]/[C:13]([C:15]2[CH:16]=[C:17]([O:23][CH3:24])[CH:18]=[C:19]([O:21][CH3:22])[CH:20]=2)=[O:14])=[CH:6][CH:5]=1)[CH3:2]. The catalyst class is: 5. (8) Reactant: CCCC[N+](CCCC)(CCCC)CCCC.[F-].[Si]([O:26][CH2:27][CH2:28][C:29]1[CH:30]=[C:31]([CH2:34][N:35]2[CH2:51][CH2:50][C:38]3([O:43][CH2:42][CH2:41][N:40]([C:44](=[O:49])[C:45]([F:48])([F:47])[F:46])[CH2:39]3)[CH2:37][CH2:36]2)[S:32][CH:33]=1)(C(C)(C)C)(C)C. Product: [F:48][C:45]([F:46])([F:47])[C:44]([N:40]1[CH2:39][C:38]2([CH2:37][CH2:36][N:35]([CH2:34][C:31]3[S:32][CH:33]=[C:29]([CH2:28][CH2:27][OH:26])[CH:30]=3)[CH2:51][CH2:50]2)[O:43][CH2:42][CH2:41]1)=[O:49]. The catalyst class is: 1. (9) Reactant: OC(C(F)(F)F)=O.[F:8][C:9]([F:25])([F:24])[C:10]1[CH:15]=[CH:14][CH:13]=[CH:12][C:11]=1[C:16]1[CH2:17][C@@H:18]2[CH2:22][NH:21][CH2:20][C@@H:19]2[CH:23]=1.[N:26]([C:29]1[CH:38]=[CH:37][CH:36]=[CH:35][C:30]=1[C:31]([O:33][CH3:34])=[O:32])=[C:27]=[O:28].CCN(CC)CC. Product: [F:25][C:9]([F:8])([F:24])[C:10]1[CH:15]=[CH:14][CH:13]=[CH:12][C:11]=1[C:16]1[CH2:17][C@@H:18]2[CH2:22][N:21]([C:27]([NH:26][C:29]3[CH:38]=[CH:37][CH:36]=[CH:35][C:30]=3[C:31]([O:33][CH3:34])=[O:32])=[O:28])[CH2:20][C@@H:19]2[CH:23]=1. The catalyst class is: 326. (10) Reactant: Cl[C:2]1[C:11]2[C:6](=[CH:7][C:8]([OH:14])=[C:9]([C:12]#[N:13])[CH:10]=2)[N:5]=[CH:4][CH:3]=1.[NH2:15][C:16]1[CH:17]=[C:18]2[C:22](=[CH:23][CH:24]=1)[NH:21][C:20]([CH3:25])=[C:19]2[CH3:26].Cl. Product: [C:12]([C:9]1[CH:10]=[C:11]2[C:6](=[CH:7][C:8]=1[OH:14])[N:5]=[CH:4][CH:3]=[C:2]2[NH:15][C:16]1[CH:17]=[C:18]2[C:22](=[CH:23][CH:24]=1)[NH:21][C:20]([CH3:25])=[C:19]2[CH3:26])#[N:13]. The catalyst class is: 32.